Predict which catalyst facilitates the given reaction. From a dataset of Catalyst prediction with 721,799 reactions and 888 catalyst types from USPTO. (1) Reactant: Cl[C:2]1[C:7]([CH:8]=[CH:9][C:10]([NH:12][CH2:13][C:14]2[CH:19]=[C:18]([F:20])[C:17]([NH:21][S:22]([CH3:25])(=[O:24])=[O:23])=[C:16]([C:26]#[CH:27])[CH:15]=2)=[O:11])=[CH:6][CH:5]=[C:4]([C:28]([F:31])([F:30])[F:29])[N:3]=1.[CH3:32][O:33][CH2:34][CH2:35][NH2:36].Cl. Product: [C:26]([C:16]1[CH:15]=[C:14]([CH:19]=[C:18]([F:20])[C:17]=1[NH:21][S:22]([CH3:25])(=[O:24])=[O:23])[CH2:13][NH:12][C:10](=[O:11])[CH:9]=[CH:8][C:7]1[C:2]([NH:36][CH2:35][CH2:34][O:33][CH3:32])=[N:3][C:4]([C:28]([F:31])([F:30])[F:29])=[CH:5][CH:6]=1)#[CH:27]. The catalyst class is: 6. (2) Reactant: Br[C:2]1[CH:12]=[CH:11][C:5]([CH2:6][NH:7][C:8](=[O:10])[CH3:9])=[CH:4][C:3]=1[Cl:13].[B:14]1([B:14]2[O:18][C:17]([CH3:20])([CH3:19])[C:16]([CH3:22])([CH3:21])[O:15]2)[O:18][C:17]([CH3:20])([CH3:19])[C:16]([CH3:22])([CH3:21])[O:15]1.C([O-])(=O)C.[K+]. Product: [Cl:13][C:3]1[CH:4]=[C:5]([CH:11]=[CH:12][C:2]=1[B:14]1[O:18][C:17]([CH3:20])([CH3:19])[C:16]([CH3:22])([CH3:21])[O:15]1)[CH2:6][NH:7][C:8](=[O:10])[CH3:9]. The catalyst class is: 873. (3) Reactant: [Cl:1][C:2]1[CH:10]=[C:9]2[C:5]([C:6]([C:11](=[O:16])[C:12]([F:15])([F:14])[F:13])=[CH:7][NH:8]2)=[CH:4][CH:3]=1.C(=O)([O-])[O-].[K+].[K+].Br[CH2:24][CH2:25][CH:26]([CH3:28])[CH3:27]. Product: [Cl:1][C:2]1[CH:10]=[C:9]2[C:5]([C:6]([C:11](=[O:16])[C:12]([F:13])([F:14])[F:15])=[CH:7][N:8]2[CH2:24][CH2:25][CH:26]([CH3:28])[CH3:27])=[CH:4][CH:3]=1. The catalyst class is: 9. (4) Product: [Br:16][CH2:1][C:2]1[CH:15]=[CH:14][C:5]([C:6]([C:8]2[CH:13]=[CH:12][CH:11]=[CH:10][CH:9]=2)=[O:7])=[CH:4][CH:3]=1. Reactant: [CH3:1][C:2]1[CH:15]=[CH:14][C:5]([C:6]([C:8]2[CH:13]=[CH:12][CH:11]=[CH:10][CH:9]=2)=[O:7])=[CH:4][CH:3]=1.[Br:16]N1C(=O)CCC1=O.C(OOC(=O)C1C=CC=CC=1)(=O)C1C=CC=CC=1. The catalyst class is: 10. (5) Reactant: Br[C:2]1[C:10]2[CH:9]=[CH:8][S:7][C:6]=2[CH:5]=[CH:4][CH:3]=1.[Mg].II.CON(C)[C:17](=[O:21])[CH2:18][CH2:19][CH3:20].Cl. Product: [S:7]1[CH:8]=[CH:9][C:10]2[C:2]([C:17](=[O:21])[CH2:18][CH2:19][CH3:20])=[CH:3][CH:4]=[CH:5][C:6]1=2. The catalyst class is: 7.